Task: Predict which catalyst facilitates the given reaction.. Dataset: Catalyst prediction with 721,799 reactions and 888 catalyst types from USPTO (1) Product: [CH3:23][O:22][C:20]([C:15]12[CH2:18][CH2:19][C:12]([CH2:11][CH2:10][C:9]([OH:24])=[O:8])([CH2:17][CH2:16]1)[CH2:13][CH2:14]2)=[O:21]. Reactant: C([O:8][C:9](=[O:24])/[CH:10]=[CH:11]/[C:12]12[CH2:19][CH2:18][C:15]([C:20]([O:22][CH3:23])=[O:21])([CH2:16][CH2:17]1)[CH2:14][CH2:13]2)C1C=CC=CC=1.C(O)(=O)C. The catalyst class is: 407. (2) Reactant: [NH2:1][C@@H:2]([C@H:38]([C:46]1[CH:54]=[CH:53][C:49]2[O:50][CH2:51][O:52][C:48]=2[CH:47]=1)[C:39]1[CH:44]=[CH:43][C:42]([Cl:45])=[CH:41][CH:40]=1)[C:3]([NH:5][C:6]1[CH:7]=[N:8][CH:9]=[C:10]([F:37])[C:11]=1[CH2:12][CH2:13][C@H:14]1[O:19][CH2:18][C@@H:17]([CH2:20][O:21][C:22](=[O:29])[NH:23][CH2:24][C:25]([F:28])([F:27])[F:26])[N:16]([C:30]([O:32][C:33]([CH3:36])([CH3:35])[CH3:34])=[O:31])[CH2:15]1)=[O:4].C(N(CC)CC)C.Cl[C:63]([O:65][CH3:66])=[O:64]. Product: [O:50]1[C:49]2[CH:53]=[CH:54][C:46]([C@H:38]([C:39]3[CH:40]=[CH:41][C:42]([Cl:45])=[CH:43][CH:44]=3)[C@H:2]([NH:1][C:63]([O:65][CH3:66])=[O:64])[C:3]([NH:5][C:6]3[CH:7]=[N:8][CH:9]=[C:10]([F:37])[C:11]=3[CH2:12][CH2:13][C@H:14]3[O:19][CH2:18][C@@H:17]([CH2:20][O:21][C:22](=[O:29])[NH:23][CH2:24][C:25]([F:27])([F:26])[F:28])[N:16]([C:30]([O:32][C:33]([CH3:34])([CH3:35])[CH3:36])=[O:31])[CH2:15]3)=[O:4])=[CH:47][C:48]=2[O:52][CH2:51]1. The catalyst class is: 4.